From a dataset of Reaction yield outcomes from USPTO patents with 853,638 reactions. Predict the reaction yield, written as a fraction of the theoretical maximum amount of product (1.0 means a 100% yield; for example, 0.34 means a 34% yield). (1) The reactants are [CH3:1][C@H:2]1[CH2:7][N:6]([C:8]2[CH:13]=[CH:12][N:11]=[CH:10][C:9]=2[N+:14]([O-])=O)[CH2:5][C@@H:4]([NH:17][C:18](=[O:24])[O:19][C:20]([CH3:23])([CH3:22])[CH3:21])[CH2:3]1.CC(O)=O.O. The catalyst is [Fe]. The product is [NH2:14][C:9]1[CH:10]=[N:11][CH:12]=[CH:13][C:8]=1[N:6]1[CH2:7][C@H:2]([CH3:1])[CH2:3][C@H:4]([NH:17][C:18](=[O:24])[O:19][C:20]([CH3:23])([CH3:22])[CH3:21])[CH2:5]1. The yield is 0.600. (2) The reactants are [CH3:1][N:2]([CH3:40])[C:3]([C:5]1[CH:6]=[C:7]2[C:11](=[CH:12][CH:13]=1)[N:10](C1CCCCO1)[N:9]=[C:8]2[C:20]1[CH:25]=[CH:24][N:23]=[C:22]([N:26]2[CH2:31][CH2:30][CH:29]([NH:32]C(=O)OC(C)(C)C)[CH2:28][CH2:27]2)[N:21]=1)=[O:4].Cl. The catalyst is CCOC(C)=O. The product is [NH2:32][CH:29]1[CH2:30][CH2:31][N:26]([C:22]2[N:21]=[C:20]([C:8]3[C:7]4[C:11](=[CH:12][CH:13]=[C:5]([C:3]([N:2]([CH3:40])[CH3:1])=[O:4])[CH:6]=4)[NH:10][N:9]=3)[CH:25]=[CH:24][N:23]=2)[CH2:27][CH2:28]1. The yield is 0.520. (3) The reactants are [H-].[Na+].[Cl:3][C:4]1[N:5]=[N:6][C:7](Cl)=[CH:8][CH:9]=1.[F:11][CH2:12][CH2:13][CH2:14][OH:15]. No catalyst specified. The product is [F:11][CH2:12][CH2:13][CH2:14][O:15][C:7]1[N:6]=[N:5][C:4]([Cl:3])=[CH:9][CH:8]=1. The yield is 0.870. (4) The reactants are [CH:1]1([C:6]2[CH:7]=[C:8]([OH:25])[CH:9]=[CH:10][C:11]=2[C:12]2[CH:17]=[CH:16][CH:15]=[C:14]([N:18]3C(C)=CC=C3C)[N:13]=2)[CH2:5][CH2:4][CH2:3][CH2:2]1.NO.Cl. The catalyst is C(O)C. The product is [NH2:18][C:14]1[N:13]=[C:12]([C:11]2[CH:10]=[CH:9][C:8]([OH:25])=[CH:7][C:6]=2[CH:1]2[CH2:5][CH2:4][CH2:3][CH2:2]2)[CH:17]=[CH:16][CH:15]=1. The yield is 0.610. (5) The reactants are F[C:2]1[N:9]=[CH:8][CH:7]=[C:6]([I:10])[C:3]=1[CH:4]=O.[F:11][C:12]1[CH:17]=[C:16]([F:18])[CH:15]=[CH:14][C:13]=1[NH:19][NH2:20]. The catalyst is CN1C(=O)CCC1. The product is [F:11][C:12]1[CH:17]=[C:16]([F:18])[CH:15]=[CH:14][C:13]=1[N:19]1[C:2]2=[N:9][CH:8]=[CH:7][C:6]([I:10])=[C:3]2[CH:4]=[N:20]1. The yield is 0.446.